From a dataset of Full USPTO retrosynthesis dataset with 1.9M reactions from patents (1976-2016). Predict the reactants needed to synthesize the given product. (1) Given the product [CH:20]([N:8]1[C:9](=[O:13])[CH2:10][CH2:11][CH2:12][C:6]2[CH:5]=[C:4]([N+:1]([O-:3])=[O:2])[CH:15]=[CH:14][C:7]1=2)([CH3:22])[CH3:21], predict the reactants needed to synthesize it. The reactants are: [N+:1]([C:4]1[CH:15]=[CH:14][C:7]2[NH:8][C:9](=[O:13])[CH2:10][CH2:11][CH2:12][C:6]=2[CH:5]=1)([O-:3])=[O:2].[H-].[Na+].[H][H].[CH:20](I)([CH3:22])[CH3:21]. (2) Given the product [Br:1][C:2]1[CH:3]=[C:4]([CH:8]=[CH:9][C:10]=1[CH3:11])[C:5]([NH:21][CH:18]1[CH2:20][CH2:19]1)=[O:7], predict the reactants needed to synthesize it. The reactants are: [Br:1][C:2]1[CH:3]=[C:4]([CH:8]=[CH:9][C:10]=1[CH3:11])[C:5]([OH:7])=O.C(Cl)(=O)C(Cl)=O.[CH:18]1([NH2:21])[CH2:20][CH2:19]1. (3) Given the product [I:1][C:14]1[CH:13]=[C:12]([O:11][C:10]([F:19])([F:20])[F:9])[CH:17]=[CH:16][C:15]=1[OH:18], predict the reactants needed to synthesize it. The reactants are: [I:1]N1C(=O)CCC1=O.[F:9][C:10]([F:20])([F:19])[O:11][C:12]1[CH:17]=[CH:16][C:15]([OH:18])=[CH:14][CH:13]=1.S(=O)(=O)(O)O. (4) Given the product [ClH:1].[Cl:1][C:2]1[CH:3]=[C:4]([CH:27]=[CH:28][C:29]=1[Cl:30])[CH2:5][NH:6][C:7]([NH:8][C:9]1[S:10][CH:11]=[C:12]([CH2:14][O:15][CH2:16][CH2:17][NH2:18])[N:13]=1)=[O:26], predict the reactants needed to synthesize it. The reactants are: [Cl:1][C:2]1[CH:3]=[C:4]([CH:27]=[CH:28][C:29]=1[Cl:30])[CH2:5][NH:6][C:7](=[O:26])[NH:8][C:9]1[S:10][CH:11]=[C:12]([CH2:14][O:15][CH2:16][CH2:17][NH:18]C(=O)OC(C)(C)C)[N:13]=1.Cl.C(OCC)C.